Dataset: Reaction yield outcomes from USPTO patents with 853,638 reactions. Task: Predict the reaction yield, written as a fraction of the theoretical maximum amount of product (1.0 means a 100% yield; for example, 0.34 means a 34% yield). (1) The reactants are [CH3:1][NH:2][C:3]1[C:8]([NH2:9])=[CH:7][C:6]([N+:10]([O-:12])=[O:11])=[CH:5][N:4]=1.[C:13](O)([C:15]([F:18])([F:17])[F:16])=O. No catalyst specified. The product is [CH3:1][N:2]1[C:3]2=[N:4][CH:5]=[C:6]([N+:10]([O-:12])=[O:11])[CH:7]=[C:8]2[N:9]=[C:13]1[C:15]([F:18])([F:17])[F:16]. The yield is 0.670. (2) The reactants are [OH:1][C@@H:2]1[C@@H:7]([C:8]2[CH:13]=[CH:12][C:11]([O:14][CH3:15])=[CH:10][CH:9]=2)[CH2:6][CH2:5][N:4]([C:16]([O:18][C:19]([CH3:22])([CH3:21])[CH3:20])=[O:17])[CH2:3]1.CC(OI1(OC(C)=O)(OC(C)=O)OC(=O)C2C=CC=CC1=2)=O. The catalyst is C(Cl)Cl. The product is [CH3:15][O:14][C:11]1[CH:10]=[CH:9][C:8]([CH:7]2[CH2:6][CH2:5][N:4]([C:16]([O:18][C:19]([CH3:21])([CH3:20])[CH3:22])=[O:17])[CH2:3][C:2]2=[O:1])=[CH:13][CH:12]=1. The yield is 0.870. (3) The yield is 0.610. The catalyst is C(O)(=O)C. The product is [N+:13]([CH:16]=[CH:11][C:9]1[CH:8]=[CH:7][C:6]2[O:1][CH2:2][CH2:3][O:4][C:5]=2[CH:10]=1)([O-:15])=[O:14]. The reactants are [O:1]1[C:6]2[CH:7]=[CH:8][C:9]([CH:11]=O)=[CH:10][C:5]=2[O:4][CH2:3][CH2:2]1.[N+:13]([CH3:16])([O-:15])=[O:14].C([O-])(=O)C.[NH4+].O. (4) The reactants are [C:1]([O:5][C:6]([N:8](C(OC(C)(C)C)=O)[C:9]1[N:14]=[C:13]([C:15](OCC)=[O:16])[CH:12]=[CH:11][CH:10]=1)=[O:7])([CH3:4])([CH3:3])[CH3:2].[H-].[H-].[H-].[H-].[Li+].[Al+3]. The catalyst is C1COCC1. The product is [OH:16][CH2:15][C:13]1[N:14]=[C:9]([NH:8][C:6](=[O:7])[O:5][C:1]([CH3:3])([CH3:2])[CH3:4])[CH:10]=[CH:11][CH:12]=1. The yield is 0.410. (5) The reactants are [Si]([O:8][C:9]1[CH:14]=[C:13]([O:15][Si](C(C)(C)C)(C)C)[CH:12]=[CH:11][C:10]=1[C@H:23]1[CH2:28][CH2:27][C@H:26]([NH:29][S:30]([CH3:33])(=[O:32])=[O:31])[CH2:25][CH2:24]1)(C(C)(C)C)(C)C.ClCCCl.FC(F)(F)C(O)=O.O. The catalyst is C1(C)C=CC=CC=1. The product is [OH:8][C:9]1[CH:14]=[C:13]([OH:15])[CH:12]=[CH:11][C:10]=1[C@H:23]1[CH2:24][CH2:25][C@H:26]([NH:29][S:30]([CH3:33])(=[O:32])=[O:31])[CH2:27][CH2:28]1. The yield is 0.710.